Dataset: Full USPTO retrosynthesis dataset with 1.9M reactions from patents (1976-2016). Task: Predict the reactants needed to synthesize the given product. (1) The reactants are: Cl[C:2]1[C:7]2[N:8]=[C:9]([CH3:11])[S:10][C:6]=2[C:5](I)=[CH:4][N:3]=1.[Cl:13][C:14]1[CH:19]=[C:18](B(O)O)[CH:17]=[CH:16][N:15]=1.[CH3:23][C:24]1[CH:29]=[C:28]([NH2:30])[CH:27]=[CH:26][N:25]=1. Given the product [Cl:13][C:14]1[CH:19]=[C:18]([C:5]2[C:6]3[S:10][C:9]([CH3:11])=[N:8][C:7]=3[C:2]([NH:30][C:28]3[CH:27]=[CH:26][N:25]=[C:24]([CH3:23])[CH:29]=3)=[N:3][CH:4]=2)[CH:17]=[CH:16][N:15]=1, predict the reactants needed to synthesize it. (2) Given the product [Cl:1][C:2]1[C:3]([C:12]([Cl:17])=[O:14])=[N:4][CH:5]=[C:6]([C:8]([F:11])([F:10])[F:9])[CH:7]=1, predict the reactants needed to synthesize it. The reactants are: [Cl:1][C:2]1[C:3]([C:12]([OH:14])=O)=[N:4][CH:5]=[C:6]([C:8]([F:11])([F:10])[F:9])[CH:7]=1.S(Cl)([Cl:17])=O. (3) Given the product [N:4]1([C:8]([C:10]2[CH:15]=[CH:14][C:13]([O:16][C:17]3[CH:18]=[C:19]([CH:24]=[C:25]([O:27][CH2:28][C:29]4[CH:30]=[CH:31][CH:32]=[CH:33][CH:34]=4)[CH:26]=3)[C:20]([OH:22])=[O:21])=[C:12]([Cl:35])[CH:11]=2)=[O:9])[CH2:7][CH2:6][CH2:5]1, predict the reactants needed to synthesize it. The reactants are: O.[OH-].[Li+].[N:4]1([C:8]([C:10]2[CH:15]=[CH:14][C:13]([O:16][C:17]3[CH:18]=[C:19]([CH:24]=[C:25]([O:27][CH2:28][C:29]4[CH:34]=[CH:33][CH:32]=[CH:31][CH:30]=4)[CH:26]=3)[C:20]([O:22]C)=[O:21])=[C:12]([Cl:35])[CH:11]=2)=[O:9])[CH2:7][CH2:6][CH2:5]1. (4) Given the product [CH3:1][N:2]1[CH:6]=[C:5]([S:7]([NH2:13])(=[O:9])=[O:8])[C:4]([CH3:11])=[N:3]1, predict the reactants needed to synthesize it. The reactants are: [CH3:1][N:2]1[CH:6]=[C:5]([S:7](Cl)(=[O:9])=[O:8])[C:4]([CH3:11])=[N:3]1.[OH-].[NH4+:13]. (5) Given the product [NH:7]1[CH2:8][CH2:9][CH2:10][CH:6]1[CH2:5][CH2:4][CH2:3][C:2]([OH:1])=[O:29], predict the reactants needed to synthesize it. The reactants are: [O:1]=[CH:2][CH2:3][CH2:4][CH2:5][CH:6]1[CH2:10][CH2:9][CH2:8][N:7]1C(OCC1C=CC=CC=1)=O.CC1CCCCC=1.Cl([O-])=[O:29].[Na+].O.O.P([O-])(O)(O)=O.[Na+].Cl. (6) Given the product [C:1]([C:3]1[CH:8]=[CH:7][C:6]([CH:9]2[N:14]([CH2:15][C:16]([NH:44][S:41]([CH2:40][C:39]([F:46])([F:45])[F:38])(=[O:43])=[O:42])=[O:17])[C:13](=[O:19])[N:12]([C:20]3[CH:25]=[CH:24][CH:23]=[C:22]([C:26]([F:29])([F:27])[F:28])[CH:21]=3)[C:11]([CH3:30])=[C:10]2[C:31]([C:33]2[O:34][CH:35]=[CH:36][CH:37]=2)=[O:32])=[CH:5][CH:4]=1)#[N:2], predict the reactants needed to synthesize it. The reactants are: [C:1]([C:3]1[CH:8]=[CH:7][C:6]([CH:9]2[N:14]([CH2:15][C:16](O)=[O:17])[C:13](=[O:19])[N:12]([C:20]3[CH:25]=[CH:24][CH:23]=[C:22]([C:26]([F:29])([F:28])[F:27])[CH:21]=3)[C:11]([CH3:30])=[C:10]2[C:31]([C:33]2[O:34][CH:35]=[CH:36][CH:37]=2)=[O:32])=[CH:5][CH:4]=1)#[N:2].[F:38][C:39]([F:46])([F:45])[CH2:40][S:41]([NH2:44])(=[O:43])=[O:42].C1(N=C=NC2CCCCC2)CCCCC1. (7) Given the product [Cl:11][C:8]1[CH:9]=[CH:10][C:5]2[N:6]([C:2]([C:18]3[S:19][C:15]([C:12](=[O:14])[CH3:13])=[CH:16][CH:17]=3)=[CH:3][N:4]=2)[N:7]=1, predict the reactants needed to synthesize it. The reactants are: Br[C:2]1[N:6]2[N:7]=[C:8]([Cl:11])[CH:9]=[CH:10][C:5]2=[N:4][CH:3]=1.[C:12]([C:15]1[S:19][C:18](B(O)O)=[CH:17][CH:16]=1)(=[O:14])[CH3:13].C([O-])([O-])=O.[K+].[K+]. (8) The reactants are: [CH3:1][C:2]([O:4][CH2:5][C:6]1[CH2:15][S:14][C@@H:9]2[C@H:10]([NH2:13])[C:11](=[O:12])[N:8]2[C:7]=1[C:16]([OH:18])=[O:17])=[O:3].Cl.Cl[CH2:21][C:22]1[CH:27]=[CH:26][CH:25]=[CH:24][N:23]=1.[N:28]1[CH:33]=[CH:32][CH:31]=[CH:30][C:29]=1[CH:34]=O.[BH4-].[Na+]. Given the product [C:2]([O:4][CH2:5][C:6]1[CH2:15][S:14][C@@H:9]2[N:8]([C:11](=[O:12])[C@H:10]2[N:13]([CH2:34][C:29]2[CH:30]=[CH:31][CH:32]=[CH:33][N:28]=2)[CH2:21][C:22]2[CH:27]=[CH:26][CH:25]=[CH:24][N:23]=2)[C:7]=1[C:16]([OH:18])=[O:17])(=[O:3])[CH3:1], predict the reactants needed to synthesize it.